This data is from Full USPTO retrosynthesis dataset with 1.9M reactions from patents (1976-2016). The task is: Predict the reactants needed to synthesize the given product. (1) Given the product [C:10]([O:49][C:48]([N:20]1[C@@H:24]([CH2:25][C:26]2[CH:27]=[CH:28][C:29]([S:7][C:1]3[CH:6]=[CH:5][CH:4]=[CH:3][CH:2]=3)=[CH:30][CH:31]=2)[CH2:23][O:22][C:21]1([CH3:40])[CH3:41])=[O:50])([CH3:9])([CH3:11])[CH3:44], predict the reactants needed to synthesize it. The reactants are: [C:1]1([SH:7])[CH:6]=[CH:5][CH:4]=[CH:3][CH:2]=1.C([Li])[CH2:9][CH2:10][CH3:11].C([N:20]1[C@@H:24]([CH2:25][C:26]2[CH:31]=[CH:30][C:29](OS(C(F)(F)F)(=O)=O)=[CH:28][CH:27]=2)[CH2:23][O:22][C:21]1([CH3:41])[CH3:40])C1C=CC=CC=1.[Cl-].[Li+].[CH3:44]C(C)=O.[C:48](=[O:50])=[O:49]. (2) Given the product [OH:50][CH2:51][CH2:52][C:53]([N:56]1[CH:60]=[C:59]([C:61]2[N:66]=[C:65]([C:67](=[O:70])[NH:68][CH3:69])[C:64]([NH:71][C:72]3[C:77]([C:78]([F:81])([F:79])[F:80])=[CH:76][N:75]=[C:74]([NH:82][C:83]4[CH:97]=[CH:96][C:86]([CH2:87][P:88](=[O:92])([OH:95])[O:89][CH2:90][CH3:91])=[CH:85][C:84]=4[O:98][CH3:99])[N:73]=3)=[CH:63][CH:62]=2)[CH:58]=[N:57]1)([CH3:54])[CH3:55], predict the reactants needed to synthesize it. The reactants are: C(N(CC)C(C1C=C(C2C=NN(CCCO)C=2)C=CC=1NC1C(C(F)(F)F)=CN=C(NC2C=CC(CP(=O)(O)OCC)=CC=2OC)N=1)=O)C.[OH:50][CH2:51][CH2:52][C:53]([N:56]1[CH:60]=[C:59]([C:61]2[N:66]=[C:65]([C:67](=[O:70])[NH:68][CH3:69])[C:64]([NH:71][C:72]3[C:77]([C:78]([F:81])([F:80])[F:79])=[CH:76][N:75]=[C:74]([NH:82][C:83]4[CH:97]=[CH:96][C:86]([CH2:87][P:88](=[O:95])([O:92]CC)[O:89][CH2:90][CH3:91])=[CH:85][C:84]=4[O:98][CH3:99])[N:73]=3)=[CH:63][CH:62]=2)[CH:58]=[N:57]1)([CH3:55])[CH3:54]. (3) Given the product [F:23][C:22]1[C:16]2[O:15][CH2:14][CH:13]([CH2:12][N:28]([CH2:29][CH2:30][CH3:31])[CH2:25][CH2:26][CH3:27])[O:18][C:17]=2[CH:19]=[C:20]([F:24])[CH:21]=1, predict the reactants needed to synthesize it. The reactants are: CC1C=CC(S(O[CH2:12][CH:13]2[O:18][C:17]3[CH:19]=[C:20]([F:24])[CH:21]=[C:22]([F:23])[C:16]=3[O:15][CH2:14]2)(=O)=O)=CC=1.[CH2:25]([NH:28][CH2:29][CH2:30][CH3:31])[CH2:26][CH3:27]. (4) Given the product [CH:1]1([N:6]2[CH2:10][CH:9]([C:11]([NH:56][CH2:55][C:49]3[CH:50]=[CH:51][C:52]([Cl:54])=[CH:53][C:48]=3[Cl:47])=[O:13])[N:8]([CH3:14])[C:7]2=[O:15])[CH2:2][CH2:3][CH2:4][CH2:5]1, predict the reactants needed to synthesize it. The reactants are: [CH:1]1([N:6]2[CH2:10][CH:9]([C:11]([OH:13])=O)[N:8]([CH3:14])[C:7]2=[O:15])[CH2:5][CH2:4][CH2:3][CH2:2]1.C(N1CCOCC1)C.O.ON1C2C=CC=CC=2N=N1.Cl.C(N=C=NCCCN(C)C)C.[Cl:47][C:48]1[CH:53]=[C:52]([Cl:54])[CH:51]=[CH:50][C:49]=1[CH2:55][NH2:56]. (5) The reactants are: Br[C:2]1[CH:7]=[CH:6][C:5]([NH:8][C:9]([NH:11][C:12]2[CH:17]=[C:16]([C:18]([F:21])([F:20])[F:19])[CH:15]=[CH:14][C:13]=2[F:22])=[O:10])=[C:4]([F:23])[CH:3]=1.[B:24]1([B:24]2[O:28][C:27]([CH3:30])([CH3:29])[C:26]([CH3:32])([CH3:31])[O:25]2)[O:28][C:27]([CH3:30])([CH3:29])[C:26]([CH3:32])([CH3:31])[O:25]1.CC([O-])=O.[K+].CS(C)=O. Given the product [F:23][C:4]1[CH:3]=[C:2]([B:24]2[O:28][C:27]([CH3:30])([CH3:29])[C:26]([CH3:32])([CH3:31])[O:25]2)[CH:7]=[CH:6][C:5]=1[NH:8][C:9]([NH:11][C:12]1[CH:17]=[C:16]([C:18]([F:21])([F:20])[F:19])[CH:15]=[CH:14][C:13]=1[F:22])=[O:10], predict the reactants needed to synthesize it.